Dataset: Catalyst prediction with 721,799 reactions and 888 catalyst types from USPTO. Task: Predict which catalyst facilitates the given reaction. (1) Reactant: [Cl:1][C:2]1[CH:22]=[CH:21][C:5]([CH2:6][NH:7][C:8]([CH:10]([C:16]([O:18]CC)=O)[C:11]([O:13]CC)=O)=[O:9])=[CH:4][CH:3]=1.[N:23]1([CH2:29][C:30]2[S:34][C:33]([NH2:35])=[N:32][N:31]=2)[CH2:28][CH2:27][O:26][CH2:25][CH2:24]1. Product: [Cl:1][C:2]1[CH:3]=[CH:4][C:5]([CH2:6][NH:7][C:8]([C:10]2[C:11](=[O:13])[N:35]=[C:33]3[S:34][C:30]([CH2:29][N:23]4[CH2:28][CH2:27][O:26][CH2:25][CH2:24]4)=[N:31][N:32]3[C:16]=2[OH:18])=[O:9])=[CH:21][CH:22]=1. The catalyst class is: 113. (2) Reactant: C1(P(C2C=CC=CC=2)C2C3OC4C(=CC=CC=4P(C4C=CC=CC=4)C4C=CC=CC=4)C(C)(C)C=3C=CC=2)C=CC=CC=1.C(=O)([O-])[O-].[Cs+].[Cs+].Br[C:50]1[C:55]([Br:56])=[CH:54][CH:53]=[CH:52][N:51]=1.[CH3:57][O:58][C:59]1[C:60]([NH2:65])=[CH:61][CH:62]=[CH:63][CH:64]=1. Product: [Br:56][C:55]1[C:50]([NH:65][C:60]2[CH:61]=[CH:62][CH:63]=[CH:64][C:59]=2[O:58][CH3:57])=[N:51][CH:52]=[CH:53][CH:54]=1. The catalyst class is: 706. (3) Reactant: [CH2:1]([O:8][C:9]([CH2:11][N:12]1[CH2:25][CH2:24][CH2:23][NH:22][CH2:21][CH2:20][N:19]([CH2:26][C:27]([O:29][CH2:30][C:31]2[CH:36]=[CH:35][CH:34]=[CH:33][CH:32]=2)=[O:28])[CH2:18][CH2:17][CH2:16][NH:15][CH2:14][CH2:13]1)=[O:10])[C:2]1[CH:7]=[CH:6][CH:5]=[CH:4][CH:3]=1.[N+:37]([C:40]1[CH:48]=[CH:47][C:43]([CH2:44][CH2:45]Br)=[CH:42][CH:41]=1)([O-:39])=[O:38].C([O-])([O-])=O.[K+].[K+]. Product: [CH2:1]([O:8][C:9]([CH2:11][N:12]1[CH2:25][CH2:24][CH2:23][NH:22][CH2:21][CH2:20][N:19]([CH2:26][C:27]([O:29][CH2:30][C:31]2[CH:36]=[CH:35][CH:34]=[CH:33][CH:32]=2)=[O:28])[CH2:18][CH2:17][CH2:16][N:15]([CH2:45][CH2:44][C:43]2[CH:42]=[CH:41][C:40]([N+:37]([O-:39])=[O:38])=[CH:48][CH:47]=2)[CH2:14][CH2:13]1)=[O:10])[C:2]1[CH:7]=[CH:6][CH:5]=[CH:4][CH:3]=1. The catalyst class is: 11. (4) Reactant: [CH3:1][N:2]1[CH:6]([C:7]([OH:9])=O)[CH2:5][C:4]([CH3:10])=[N:3]1.[NH2:11][C:12]1[CH:13]=[C:14]([CH:31]=[CH:32][C:33]=1[F:34])[O:15][C:16]1[CH:17]=[CH:18][C:19]2[N:20]([CH:22]=[C:23]([NH:25][C:26]([CH:28]3[CH2:30][CH2:29]3)=[O:27])[N:24]=2)[N:21]=1.F[P-](F)(F)(F)(F)F.N1(OC(N(C)C)=[N+](C)C)C2N=CC=CC=2N=N1.C(N(CC)C(C)C)(C)C. Product: [CH:28]1([C:26]([NH:25][C:23]2[N:24]=[C:19]3[CH:18]=[CH:17][C:16]([O:15][C:14]4[CH:31]=[CH:32][C:33]([F:34])=[C:12]([NH:11][C:7]([CH:6]5[N:2]([CH3:1])[N:3]=[C:4]([CH3:10])[CH2:5]5)=[O:9])[CH:13]=4)=[N:21][N:20]3[CH:22]=2)=[O:27])[CH2:29][CH2:30]1. The catalyst class is: 9. (5) Reactant: [Na].[NH:2]1[CH:6]=[CH:5][N:4]=[N:3]1.Br[CH2:8][C:9]([O:11][CH2:12][CH3:13])=[O:10]. Product: [N:2]1([CH2:8][C:9]([O:11][CH2:12][CH3:13])=[O:10])[CH:6]=[CH:5][N:4]=[N:3]1. The catalyst class is: 8. (6) The catalyst class is: 11. Product: [Br:1][C:2]1[CH:3]=[C:4]2[C:9](=[CH:10][CH:11]=1)[C:8]([O:12][S:13]([C:16]([F:17])([F:19])[F:18])(=[O:15])=[O:14])=[C:7]([C@H:20]([OH:26])[C:21]([O:23][CH2:24][CH3:25])=[O:22])[C:6]([CH3:27])=[CH:5]2. Reactant: [Br:1][C:2]1[CH:3]=[C:4]2[C:9](=[CH:10][CH:11]=1)[C:8]([O:12][S:13]([C:16]([F:19])([F:18])[F:17])(=[O:15])=[O:14])=[C:7]([C:20](=[O:26])[C:21]([O:23][CH2:24][CH3:25])=[O:22])[C:6]([CH3:27])=[CH:5]2.B1(C)OC(C2C=CC=CC=2)(C2C=CC=CC=2)[C@@H]2N1CCC2.[B]1OC2C(=CC=CC=2)O1. (7) Reactant: [F:1][C:2]1[CH:3]=[CH:4][C:5]([N+:10]([O-:12])=[O:11])=[C:6]([CH:9]=1)[CH:7]=[O:8].[CH2:13]([OH:17])[CH2:14][CH2:15][CH3:16].O.[C:19]1(C)[CH:24]=CC(S(O)(=O)=O)=[CH:21][CH:20]=1. The catalyst class is: 11. Product: [CH2:24]([O:8][CH:7]([O:17][CH2:13][CH2:14][CH2:15][CH3:16])[C:6]1[CH:9]=[C:2]([F:1])[CH:3]=[CH:4][C:5]=1[N+:10]([O-:12])=[O:11])[CH2:19][CH2:20][CH3:21].